This data is from Forward reaction prediction with 1.9M reactions from USPTO patents (1976-2016). The task is: Predict the product of the given reaction. (1) Given the reactants [Cl:1][C:2]1[C:3]([CH2:12][N:13]2[C:17](/[CH:18]=[CH:19]/[C:20]([O:22]C)=[O:21])=[CH:16][C:15]([O:24][CH:25]([CH3:27])[CH3:26])=[N:14]2)=[N:4][CH:5]=[C:6]([C:8]([F:11])([F:10])[F:9])[CH:7]=1.[OH-].[Na+].O1CCCC1.Cl, predict the reaction product. The product is: [Cl:1][C:2]1[C:3]([CH2:12][N:13]2[C:17](/[CH:18]=[CH:19]/[C:20]([OH:22])=[O:21])=[CH:16][C:15]([O:24][CH:25]([CH3:27])[CH3:26])=[N:14]2)=[N:4][CH:5]=[C:6]([C:8]([F:9])([F:10])[F:11])[CH:7]=1. (2) Given the reactants [NH:1]1[CH2:6][CH2:5][CH:4]([C:7]2[CH:12]=[CH:11][C:10]([S:13]([NH:16][C:17]3[S:18][CH:19]=[CH:20][N:21]=3)(=[O:15])=[O:14])=[CH:9][CH:8]=2)[CH2:3][CH2:2]1.[Cl:22][C:23]1[CH:24]=[C:25]2[CH:31]=[CH:30][N:29]([CH2:32][C:33](O)=[O:34])[C:26]2=[N:27][CH:28]=1.CN(C(ON1N=NC2C=CC=NC1=2)=[N+](C)C)C.F[P-](F)(F)(F)(F)F.CCN(C(C)C)C(C)C, predict the reaction product. The product is: [Cl:22][C:23]1[CH:24]=[C:25]2[CH:31]=[CH:30][N:29]([CH2:32][C:33]([N:1]3[CH2:2][CH2:3][CH:4]([C:7]4[CH:8]=[CH:9][C:10]([S:13]([NH:16][C:17]5[S:18][CH:19]=[CH:20][N:21]=5)(=[O:14])=[O:15])=[CH:11][CH:12]=4)[CH2:5][CH2:6]3)=[O:34])[C:26]2=[N:27][CH:28]=1. (3) Given the reactants [CH3:1][O:2][C:3](=[O:17])[C@@H:4]([O:14][CH2:15][CH3:16])[CH2:5][C:6]1[CH:11]=[CH:10][C:9]([OH:12])=[CH:8][C:7]=1[F:13].Cl[CH2:19][C:20]1[N:21]=[C:22]([C:26]2[CH:31]=[CH:30][CH:29]=[CH:28][C:27]=2[CH3:32])[O:23][C:24]=1[CH3:25].C(=O)([O-])[O-].[Cs+].[Cs+].[I-].[K+], predict the reaction product. The product is: [CH3:1][O:2][C:3](=[O:17])[C@@H:4]([O:14][CH2:15][CH3:16])[CH2:5][C:6]1[CH:11]=[CH:10][C:9]([O:12][CH2:19][C:20]2[N:21]=[C:22]([C:26]3[CH:31]=[CH:30][CH:29]=[CH:28][C:27]=3[CH3:32])[O:23][C:24]=2[CH3:25])=[CH:8][C:7]=1[F:13]. (4) Given the reactants C(=O)([O-])[O-].[K+].[K+].[C:7]([O:11][C:12](=[O:24])[NH:13][C:14]([C:16]1[C:21]([OH:22])=[CH:20][C:19]([OH:23])=[CH:18][N:17]=1)=[NH:15])([CH3:10])([CH3:9])[CH3:8].[O:25]=[C:26]1[C:34]2[C:29](=[CH:30][CH:31]=[CH:32][CH:33]=2)[C:28](=[O:35])[N:27]1[O:36][CH2:37][CH2:38]OS(C)(=O)=O.Cl, predict the reaction product. The product is: [C:7]([O:11][C:12](=[O:24])[NH:13][C:14]([C:16]1[C:21]([OH:22])=[CH:20][C:19]([O:23][CH2:38][CH2:37][O:36][N:27]2[C:26](=[O:25])[C:34]3[C:29](=[CH:30][CH:31]=[CH:32][CH:33]=3)[C:28]2=[O:35])=[CH:18][N:17]=1)=[NH:15])([CH3:10])([CH3:8])[CH3:9]. (5) Given the reactants [CH:1]1[CH:6]=[CH:5][C:4]([CH2:7][O:8][C:9](Cl)=[O:10])=[CH:3][CH:2]=1.[NH:12]1[C:20]2[C:15](=[CH:16][CH:17]=[CH:18][CH:19]=2)[CH2:14][C@H:13]1[C:21]([OH:23])=[O:22].CCN(C(C)C)C(C)C, predict the reaction product. The product is: [CH2:7]([O:8][C:9]([N:12]1[C:20]2[C:15](=[CH:16][CH:17]=[CH:18][CH:19]=2)[CH2:14][C@H:13]1[C:21]([OH:23])=[O:22])=[O:10])[C:4]1[CH:5]=[CH:6][CH:1]=[CH:2][CH:3]=1. (6) Given the reactants [F:1][C:2]([F:13])([F:12])[C:3]1[CH:4]=[C:5]([B:9]([OH:11])[OH:10])[CH:6]=[CH:7][CH:8]=1.[NH:14]([CH2:18][CH2:19]O)[CH2:15][CH2:16]O, predict the reaction product. The product is: [F:13][C:2]([F:1])([F:12])[C:3]1[CH:4]=[C:5]([B:9]2[O:10][CH2:19][CH2:18][NH:14][CH2:15][CH2:16][O:11]2)[CH:6]=[CH:7][CH:8]=1. (7) Given the reactants [N:1]#[C:2]Br.Cl.[CH3:5][C:6]1[CH:11]=[CH:10][CH:9]=[C:8]([CH3:12])[C:7]=1[NH:13][C:14]1[N:18]2[CH:19]=[C:20]([F:23])[CH:21]=[CH:22][C:17]2=[N:16][C:15]=1[C:24]1[CH:33]=[CH:32][CH:31]=[CH:30][C:25]=1[C:26]([NH:28][NH2:29])=[O:27].C(=O)([O-])O.[Na+], predict the reaction product. The product is: [NH2:1][C:2]1[O:27][C:26]([C:25]2[CH:30]=[CH:31][CH:32]=[CH:33][C:24]=2[C:15]2[N:16]=[C:17]3[CH:22]=[CH:21][C:20]([F:23])=[CH:19][N:18]3[C:14]=2[NH:13][C:7]2[C:8]([CH3:12])=[CH:9][CH:10]=[CH:11][C:6]=2[CH3:5])=[N:28][N:29]=1. (8) Given the reactants [Cl:1][C:2]1[CH:3]=[CH:4][C:5]2[N:11]3[CH:12]=[CH:13][CH:14]=[C:10]3[CH:9]([CH2:15][CH2:16][C:17]([N:19]3[CH2:24][CH2:23][CH:22]([CH2:25][C:26]([O:28]CC)=[O:27])[CH2:21][CH2:20]3)=[O:18])[O:8][CH:7]([C:31]3[CH:36]=[CH:35][CH:34]=[C:33]([F:37])[C:32]=3[O:38][CH3:39])[C:6]=2[CH:40]=1.[CH:41](O)(C)[CH3:42].[CH3:45][CH2:46][CH2:41][CH2:42][CH2:45][CH3:46], predict the reaction product. The product is: [CH2:41]([CH:25]([CH:22]1[CH2:23][CH2:24][N:19]([C:17](=[O:18])[CH2:16][CH2:15][C@@H:9]2[O:8][C@@H:7]([C:31]3[CH:36]=[CH:35][CH:34]=[C:33]([F:37])[C:32]=3[O:38][CH3:39])[C:6]3[CH:40]=[C:2]([Cl:1])[CH:3]=[CH:4][C:5]=3[N:11]3[CH:12]=[CH:13][CH:14]=[C:10]23)[CH2:20][CH2:21]1)[C:26]([OH:28])=[O:27])[CH3:42].[CH2:45]([CH:25]([CH:22]1[CH2:23][CH2:24][N:19]([C:17](=[O:18])[CH2:16][CH2:15][C@H:9]2[O:8][C@H:7]([C:31]3[CH:36]=[CH:35][CH:34]=[C:33]([F:37])[C:32]=3[O:38][CH3:39])[C:6]3[CH:40]=[C:2]([Cl:1])[CH:3]=[CH:4][C:5]=3[N:11]3[CH:12]=[CH:13][CH:14]=[C:10]23)[CH2:20][CH2:21]1)[C:26]([OH:28])=[O:27])[CH3:46]. (9) Given the reactants [NH:1]1[CH2:6][CH2:5][CH2:4][CH2:3][CH2:2]1.N([C:16]([O:18][CH2:19][CH:20]1[C:32]2[C:27](=[CH:28][CH:29]=[CH:30][CH:31]=2)[C:26]2[C:21]1=[CH:22][CH:23]=[CH:24][CH:25]=2)=[O:17])[C@H](C=O)CCS(C)=O.C1C=CC2N(O)N=NC=2C=1.CC(C)N=C=NC(C)C, predict the reaction product. The product is: [C:16]([N:1]1[CH2:6][CH2:5][CH2:4][CH2:3][CH2:2]1)([O:18][CH2:19][CH:20]1[C:21]2[C:26](=[CH:25][CH:24]=[CH:23][CH:22]=2)[C:27]2[C:32]1=[CH:31][CH:30]=[CH:29][CH:28]=2)=[O:17].